Dataset: NCI-60 drug combinations with 297,098 pairs across 59 cell lines. Task: Regression. Given two drug SMILES strings and cell line genomic features, predict the synergy score measuring deviation from expected non-interaction effect. (1) Drug 1: C1=CC=C(C(=C1)C(C2=CC=C(C=C2)Cl)C(Cl)Cl)Cl. Drug 2: C1CN(P(=O)(OC1)NCCCl)CCCl. Cell line: K-562. Synergy scores: CSS=4.17, Synergy_ZIP=2.14, Synergy_Bliss=8.72, Synergy_Loewe=-1.78, Synergy_HSA=2.40. (2) Drug 1: CS(=O)(=O)C1=CC(=C(C=C1)C(=O)NC2=CC(=C(C=C2)Cl)C3=CC=CC=N3)Cl. Drug 2: CC(CN1CC(=O)NC(=O)C1)N2CC(=O)NC(=O)C2. Cell line: HL-60(TB). Synergy scores: CSS=67.0, Synergy_ZIP=11.8, Synergy_Bliss=15.1, Synergy_Loewe=5.33, Synergy_HSA=12.7. (3) Drug 1: CC1=C(C=C(C=C1)NC(=O)C2=CC=C(C=C2)CN3CCN(CC3)C)NC4=NC=CC(=N4)C5=CN=CC=C5. Drug 2: CC1=C(N=C(N=C1N)C(CC(=O)N)NCC(C(=O)N)N)C(=O)NC(C(C2=CN=CN2)OC3C(C(C(C(O3)CO)O)O)OC4C(C(C(C(O4)CO)O)OC(=O)N)O)C(=O)NC(C)C(C(C)C(=O)NC(C(C)O)C(=O)NCCC5=NC(=CS5)C6=NC(=CS6)C(=O)NCCC[S+](C)C)O. Cell line: LOX IMVI. Synergy scores: CSS=29.3, Synergy_ZIP=3.81, Synergy_Bliss=3.23, Synergy_Loewe=-24.8, Synergy_HSA=-3.22. (4) Drug 1: CC(C1=C(C=CC(=C1Cl)F)Cl)OC2=C(N=CC(=C2)C3=CN(N=C3)C4CCNCC4)N. Drug 2: CN(C)N=NC1=C(NC=N1)C(=O)N. Cell line: SW-620. Synergy scores: CSS=10.6, Synergy_ZIP=-0.814, Synergy_Bliss=3.36, Synergy_Loewe=-15.8, Synergy_HSA=-1.80. (5) Drug 1: CC1=C(C(CCC1)(C)C)C=CC(=CC=CC(=CC(=O)O)C)C. Drug 2: CC1=C(C=C(C=C1)NC(=O)C2=CC=C(C=C2)CN3CCN(CC3)C)NC4=NC=CC(=N4)C5=CN=CC=C5. Cell line: NCI-H460. Synergy scores: CSS=-3.99, Synergy_ZIP=2.48, Synergy_Bliss=0.415, Synergy_Loewe=-4.11, Synergy_HSA=-3.71. (6) Drug 1: CCCS(=O)(=O)NC1=C(C(=C(C=C1)F)C(=O)C2=CNC3=C2C=C(C=N3)C4=CC=C(C=C4)Cl)F. Drug 2: C(=O)(N)NO. Cell line: NCI-H322M. Synergy scores: CSS=-2.25, Synergy_ZIP=4.03, Synergy_Bliss=3.25, Synergy_Loewe=-2.76, Synergy_HSA=-2.76. (7) Drug 1: CNC(=O)C1=CC=CC=C1SC2=CC3=C(C=C2)C(=NN3)C=CC4=CC=CC=N4. Drug 2: COC1=C(C=C2C(=C1)N=CN=C2NC3=CC(=C(C=C3)F)Cl)OCCCN4CCOCC4. Cell line: MDA-MB-435. Synergy scores: CSS=25.4, Synergy_ZIP=8.12, Synergy_Bliss=12.1, Synergy_Loewe=10.2, Synergy_HSA=11.3.